This data is from Catalyst prediction with 721,799 reactions and 888 catalyst types from USPTO. The task is: Predict which catalyst facilitates the given reaction. (1) Reactant: [S:1]1[C:5]2=[N:6][CH:7]=[CH:8][CH:9]=[C:4]2[C:3]([NH:10][CH2:11][CH2:12][CH2:13][NH:14][CH2:15][C:16]2[CH:21]=[CH:20][C:19]([C:22]3[CH:27]=[CH:26][C:25]([O:28][CH3:29])=[CH:24][CH:23]=3)=[CH:18][CH:17]=2)=[N:2]1.C(N(C(C)C)CC)(C)C.[CH3:39][N:40]1[CH:44]=[C:43]([S:45](Cl)(=[O:47])=[O:46])[N:42]=[C:41]1[CH3:49]. Product: [S:1]1[C:5]2=[N:6][CH:7]=[CH:8][CH:9]=[C:4]2[C:3]([NH:10][CH2:11][CH2:12][CH2:13][N:14]([CH2:15][C:16]2[CH:21]=[CH:20][C:19]([C:22]3[CH:23]=[CH:24][C:25]([O:28][CH3:29])=[CH:26][CH:27]=3)=[CH:18][CH:17]=2)[S:45]([C:43]2[N:42]=[C:41]([CH3:49])[N:40]([CH3:39])[CH:44]=2)(=[O:47])=[O:46])=[N:2]1. The catalyst class is: 2. (2) Reactant: Br[CH:2]([C:4]1[CH:9]=[CH:8][C:7]([C:10](=[O:29])[CH2:11][N:12]2[C:17](=[O:18])[CH:16]=[C:15]([O:19][CH2:20][C:21]3[CH:26]=[CH:25][C:24]([O:27][CH3:28])=[CH:23][N:22]=3)[CH:14]=[N:13]2)=[C:6]([CH3:30])[CH:5]=1)[CH3:3].[CH3:31][NH:32][CH3:33]. Product: [CH3:31][N:32]([CH3:33])[CH:2]([C:4]1[CH:9]=[CH:8][C:7]([C:10](=[O:29])[CH2:11][N:12]2[C:17](=[O:18])[CH:16]=[C:15]([O:19][CH2:20][C:21]3[CH:26]=[CH:25][C:24]([O:27][CH3:28])=[CH:23][N:22]=3)[CH:14]=[N:13]2)=[C:6]([CH3:30])[CH:5]=1)[CH3:3]. The catalyst class is: 2. (3) Reactant: C([O-])(=O)C.[Na+].Br[C:7]([CH3:13])([CH3:12])[C:8]([O:10]C)=[O:9].[CH3:14][O:15][C:16]1[CH:22]=[CH:21][C:20]([CH2:23][S:24]([CH2:27][CH2:28][C:29]2[C:34]([O:35][CH3:36])=[CH:33][C:32]([O:37][CH3:38])=[CH:31][C:30]=2[O:39][CH3:40])(=[O:26])=[O:25])=[CH:19][C:17]=1[NH2:18].C(Cl)(Cl)Cl.CO. Product: [CH3:14][O:15][C:16]1[CH:22]=[CH:21][C:20]([CH2:23][S:24]([CH2:27][CH2:28][C:29]2[C:30]([O:39][CH3:40])=[CH:31][C:32]([O:37][CH3:38])=[CH:33][C:34]=2[O:35][CH3:36])(=[O:26])=[O:25])=[CH:19][C:17]=1[NH:18][C:7]([CH3:13])([CH3:12])[C:8]([OH:10])=[O:9]. The catalyst class is: 8. (4) Reactant: [N:1]([CH:4]1[CH2:10][CH2:9][CH2:8][CH2:7][CH2:6][CH:5]1[OH:11])=[N+]=[N-].C1C=CC(P(C2C=CC=CC=2)C2C=CC=CC=2)=CC=1. Product: [NH2:1][CH:4]1[CH2:10][CH2:9][CH2:8][CH2:7][CH2:6][CH:5]1[OH:11]. The catalyst class is: 20. (5) The catalyst class is: 20. Product: [CH3:1][C:2]1[C:6]([C:7]2[CH:15]=[C:14]3[C:10]([C:11]4[C:19]([C:20]5[C:29]6[C:24](=[CH:25][CH:26]=[CH:27][CH:28]=6)[C:23]([C:30]([OH:32])=[O:31])=[CH:22][CH:21]=5)=[N:18][C:17]([CH3:34])=[N:16][C:12]=4[NH:13]3)=[CH:9][C:8]=2[O:35][CH3:36])=[C:5]([CH3:37])[O:4][N:3]=1. Reactant: [CH3:1][C:2]1[C:6]([C:7]2[CH:15]=[C:14]3[C:10]([C:11]4[C:19]([C:20]5[C:29]6[C:24](=[CH:25][CH:26]=[CH:27][CH:28]=6)[C:23]([C:30]([O:32]C)=[O:31])=[CH:22][CH:21]=5)=[N:18][C:17]([CH3:34])=[N:16][C:12]=4[NH:13]3)=[CH:9][C:8]=2[O:35][CH3:36])=[C:5]([CH3:37])[O:4][N:3]=1.O[Li].O. (6) Reactant: [OH-].[Na+:2].C[O:4][C:5]([C:7]1[CH:12]=[CH:11][N:10]2[CH:13]=[C:14]([C:16]3[CH:21]=[CH:20][CH:19]=[C:18]([Cl:22])[CH:17]=3)[N:15]=[C:9]2[CH:8]=1)=[O:6]. Product: [Na+:2].[Cl:22][C:18]1[CH:17]=[C:16]([C:14]2[N:15]=[C:9]3[CH:8]=[C:7]([C:5]([O-:6])=[O:4])[CH:12]=[CH:11][N:10]3[CH:13]=2)[CH:21]=[CH:20][CH:19]=1. The catalyst class is: 36. (7) Reactant: [F:1][C:2]1[CH:7]=[CH:6][C:5]([C:8]([CH3:14])([CH3:13])[C:9](OC)=[O:10])=[CH:4][CH:3]=1.[Li+].[BH4-]. Product: [F:1][C:2]1[CH:3]=[CH:4][C:5]([C:8]([CH3:14])([CH3:13])[CH2:9][OH:10])=[CH:6][CH:7]=1. The catalyst class is: 1. (8) Reactant: [CH2:1]([N:8]1[CH:12]=[C:11]([CH2:13][C:14]([O:16][CH2:17][CH3:18])=[O:15])[C:10]([OH:19])=[N:9]1)[C:2]1[CH:7]=[CH:6][CH:5]=[CH:4][CH:3]=1.Cl[CH2:21][C:22]1[CH:41]=[CH:40][C:25]([O:26][CH2:27][C:28]2[N:29]=[C:30]([C:34]3[CH:39]=[CH:38][CH:37]=[CH:36][CH:35]=3)[O:31][C:32]=2[CH3:33])=[CH:24][CH:23]=1.C(=O)([O-])[O-].[K+].[K+].CN(C)C=O. Product: [CH2:1]([N:8]1[CH:12]=[C:11]([CH2:13][C:14]([O:16][CH2:17][CH3:18])=[O:15])[C:10]([O:19][CH2:21][C:22]2[CH:23]=[CH:24][C:25]([O:26][CH2:27][C:28]3[N:29]=[C:30]([C:34]4[CH:39]=[CH:38][CH:37]=[CH:36][CH:35]=4)[O:31][C:32]=3[CH3:33])=[CH:40][CH:41]=2)=[N:9]1)[C:2]1[CH:3]=[CH:4][CH:5]=[CH:6][CH:7]=1. The catalyst class is: 6.